Dataset: Catalyst prediction with 721,799 reactions and 888 catalyst types from USPTO. Task: Predict which catalyst facilitates the given reaction. (1) Reactant: [Si]([O:8][CH2:9][C@H:10]([CH3:23])[O:11][C:12]1[CH:13]=[C:14]([CH:19]=[C:20]([OH:22])[CH:21]=1)[C:15]([O:17][CH3:18])=[O:16])(C(C)(C)C)(C)C.[F:24][C:25]1[CH:26]=[C:27]([CH:34]=[CH:35][C:36]=1F)[C:28]([N:30]1[CH2:33][CH2:32][CH2:31]1)=[O:29].C(=O)([O-])[O-].[K+].[K+]. Product: [N:30]1([C:28]([C:27]2[CH:34]=[CH:35][C:36]([O:22][C:20]3[CH:19]=[C:14]([CH:13]=[C:12]([O:11][C@@H:10]([CH3:23])[CH2:9][OH:8])[CH:21]=3)[C:15]([O:17][CH3:18])=[O:16])=[C:25]([F:24])[CH:26]=2)=[O:29])[CH2:33][CH2:32][CH2:31]1. The catalyst class is: 3. (2) Reactant: C([O:8][C:9]1[N:14]=[CH:13][C:12]([C@@:15]2([OH:51])[CH2:20][CH2:19][N:18]([C:21]([O:23][C:24]([CH3:27])([CH3:26])[CH3:25])=[O:22])[CH2:17][C@@H:16]2[C:28]([N:30]([CH:48]2[CH2:50][CH2:49]2)[CH2:31][C:32]2[CH:37]=[C:36]([CH2:38][CH2:39][CH2:40][O:41][CH3:42])[CH:35]=[C:34]([O:43][CH2:44][CH2:45][O:46][CH3:47])[CH:33]=2)=[O:29])=[CH:11][CH:10]=1)C1C=CC=CC=1.C(O)(=O)C. Product: [CH:48]1([N:30]([CH2:31][C:32]2[CH:37]=[C:36]([CH2:38][CH2:39][CH2:40][O:41][CH3:42])[CH:35]=[C:34]([O:43][CH2:44][CH2:45][O:46][CH3:47])[CH:33]=2)[C:28]([C@@H:16]2[C@@:15]([OH:51])([C:12]3[CH:13]=[N:14][C:9]([OH:8])=[CH:10][CH:11]=3)[CH2:20][CH2:19][N:18]([C:21]([O:23][C:24]([CH3:25])([CH3:26])[CH3:27])=[O:22])[CH2:17]2)=[O:29])[CH2:50][CH2:49]1. The catalyst class is: 99. (3) Reactant: [N:1]1[CH:6]=[CH:5][C:4]([C:7]#[C:8][CH2:9][CH2:10][CH2:11][CH2:12][OH:13])=[CH:3][CH:2]=1. Product: [NH:1]1[CH2:6][CH2:5][CH:4]([CH2:7][CH2:8][CH2:9][CH2:10][CH2:11][CH2:12][OH:13])[CH2:3][CH2:2]1.[N:1]1[CH:6]=[CH:5][C:4]([C:7]#[C:8][CH2:9][CH2:10][CH2:11][CH2:12][OH:13])=[CH:3][CH:2]=1. The catalyst class is: 404. (4) Reactant: [C:1]([N:5]1[C:9](=[O:10])[C:8]([NH:11][CH2:12][CH2:13][CH2:14][O:15][C:16]2[CH:17]=[N:18][CH:19]=[CH:20][CH:21]=2)=[C:7]([C:22]2[CH:27]=[CH:26][CH:25]=[CH:24][CH:23]=2)[S:6]1(=[O:29])=[O:28])([CH3:4])([CH3:3])[CH3:2].C1C=C(Cl)C=C(C(OO)=[O:38])C=1. Product: [C:1]([N:5]1[C:9](=[O:10])[C:8]([NH:11][CH2:12][CH2:13][CH2:14][O:15][C:16]2[CH:17]=[N+:18]([O-:38])[CH:19]=[CH:20][CH:21]=2)=[C:7]([C:22]2[CH:23]=[CH:24][CH:25]=[CH:26][CH:27]=2)[S:6]1(=[O:28])=[O:29])([CH3:4])([CH3:2])[CH3:3]. The catalyst class is: 2. (5) Reactant: C([O:8][C:9]([N:11]1[CH2:15][CH2:14][C@H:13]([NH:16][C:17]([C@@H:19]2[CH2:25][CH2:24][C@@H:23]3[CH2:26][N:20]2[C:21](=[O:35])[N:22]3[O:27]CC2C=CC=CC=2)=[O:18])[CH2:12]1)=[O:10])C1C=CC=CC=1.O1CCCC1.[CH3:41][C:42](OC(OC(O[C:42]([CH3:44])([CH3:43])[CH3:41])=O)=O)([CH3:44])[CH3:43]. Product: [C:42]([O:8][C:9]([N:11]1[CH2:15][CH2:14][C@H:13]([NH:16][C:17]([C@@H:19]2[CH2:25][CH2:24][C@@H:23]3[CH2:26][N:20]2[C:21](=[O:35])[N:22]3[OH:27])=[O:18])[CH2:12]1)=[O:10])([CH3:44])([CH3:43])[CH3:41]. The catalyst class is: 45. (6) Reactant: C1COCC1.C[Si]([C:10]#[C:11][C:12]1[C:13]([NH2:19])=[N:14][C:15]([NH2:18])=[CH:16][CH:17]=1)(C)C.[F-].C([N+](CCCC)(CCCC)CCCC)CCC. Product: [C:11]([C:12]1[C:13]([NH2:19])=[N:14][C:15]([NH2:18])=[CH:16][CH:17]=1)#[CH:10]. The catalyst class is: 6. (7) Reactant: NCC(C1NC2C(C=1)=CC=CN=2)OC1CCCCO1.[CH3:20][O:21][C:22]1[CH:30]=[CH:29][N:28]=[C:27]2[C:23]=1[CH:24]=[C:25]([CH:31]([O:44][CH:45]1[CH2:50][CH2:49][CH2:48][CH2:47][O:46]1)[CH2:32][N:33]1C(=O)C3=CC=CC=C3C1=O)[NH:26]2.NN.O. Product: [NH2:33][CH2:32][CH:31]([C:25]1[NH:26][C:27]2[C:23]([CH:24]=1)=[C:22]([O:21][CH3:20])[CH:30]=[CH:29][N:28]=2)[O:44][CH:45]1[CH2:50][CH2:49][CH2:48][CH2:47][O:46]1. The catalyst class is: 14.